Dataset: Full USPTO retrosynthesis dataset with 1.9M reactions from patents (1976-2016). Task: Predict the reactants needed to synthesize the given product. (1) The reactants are: [NH2:1][C:2]1[N:10]=[CH:9][N:8]=[C:7]2[C:3]=1[N:4]=[CH:5][N:6]2[C@H:11]1[C@@H:15]2[O:16][C:17]([CH3:20])([CH3:19])[O:18][C@@H:14]2[C@@H:13]([CH2:21][NH:22][CH2:23][CH2:24][CH2:25][NH:26][C:27]([NH:29][C:30]2[CH:35]=[CH:34][C:33]([C:36]([CH3:39])([CH3:38])[CH3:37])=[CH:32][CH:31]=2)=[O:28])[O:12]1.[CH:40](=O)[CH3:41].[BH-](OC(C)=O)(OC(C)=O)OC(C)=O.[Na+]. Given the product [NH2:1][C:2]1[N:10]=[CH:9][N:8]=[C:7]2[C:3]=1[N:4]=[CH:5][N:6]2[C@H:11]1[C@@H:15]2[O:16][C:17]([CH3:19])([CH3:20])[O:18][C@@H:14]2[C@@H:13]([CH2:21][N:22]([CH2:40][CH3:41])[CH2:23][CH2:24][CH2:25][NH:26][C:27]([NH:29][C:30]2[CH:35]=[CH:34][C:33]([C:36]([CH3:39])([CH3:38])[CH3:37])=[CH:32][CH:31]=2)=[O:28])[O:12]1, predict the reactants needed to synthesize it. (2) Given the product [CH3:11][O:12][C:13]([C:15]1([CH2:20][O:21][CH3:22])[CH2:19][CH2:18][N:17]([C:2](=[O:3])[CH2:1][N:27]2[CH2:32][CH:31]=[C:30]([C:33]3[CH:38]=[CH:37][C:36]([C:39]4[N:44]=[CH:43][CH:42]=[CH:41][N:40]=4)=[CH:35][CH:34]=3)[CH2:29][CH2:28]2)[CH2:16]1)=[O:14], predict the reactants needed to synthesize it. The reactants are: [C:1](O)(=O)[CH:2](C(C(O)=O)O)[OH:3].[CH3:11][O:12][C:13]([C:15]1([CH2:20][O:21][CH3:22])[CH2:19][CH2:18][NH:17][CH2:16]1)=[O:14].ClCC([N:27]1[CH2:32][CH:31]=[C:30]([C:33]2[CH:38]=[CH:37][C:36]([C:39]3[N:44]=[CH:43][CH:42]=[CH:41][N:40]=3)=[CH:35][CH:34]=2)[CH2:29][CH2:28]1)=O.C(N(CC)CC)C. (3) Given the product [Cl:16][C:5]1[CH:4]=[CH:3][C:2]([C:21]#[CH:22])=[CH:15][C:6]=1[NH:7][N:8]1[CH2:13][CH2:12][CH2:11][O:10][C:9]1=[O:14], predict the reactants needed to synthesize it. The reactants are: Br[C:2]1[CH:3]=[CH:4][C:5]([Cl:16])=[C:6]([CH:15]=1)[NH:7][N:8]1[CH2:13][CH2:12][CH2:11][O:10][C:9]1=[O:14].C[Si]([C:21]#[CH:22])(C)C. (4) Given the product [CH3:34][O:35][C:13]1([CH3:16])[CH2:14][C:15]2[N:7]([CH2:6][O:5][CH2:4][CH2:3][Si:2]([CH3:33])([CH3:1])[CH3:32])[N:8]=[C:9]([C:29]([OH:31])=[O:30])[C:10]=2[CH2:11][CH2:12]1, predict the reactants needed to synthesize it. The reactants are: [CH3:1][Si:2]([CH3:33])([CH3:32])[CH2:3][CH2:4][O:5][CH2:6][N:7]1[C:15]2[CH2:14][CH:13]([C:16]3C=NN(COCC[Si](C)(C)C)C=3)[CH2:12][CH2:11][C:10]=2[C:9]([C:29]([OH:31])=[O:30])=[N:8]1.[CH3:34][O:35]C1(C)CCC(=O)CC1. (5) The reactants are: CO[C:3]([C:5]1([CH3:26])[CH2:17][C:16]2[C:15]3[C:10](=[CH:11][CH:12]=[C:13]([Cl:18])[CH:14]=3)[NH:9][C:8]=2[CH:7]([C:19]2[CH:24]=[CH:23][CH:22]=[C:21]([OH:25])[CH:20]=2)[NH:6]1)=[O:4].[Br:27][CH2:28][CH2:29][N:30]=[C:31]=[O:32]. Given the product [Br:27][CH2:28][CH2:29][N:30]1[C:31](=[O:32])[N:6]2[CH:7]([C:19]3[CH:24]=[CH:23][CH:22]=[C:21]([OH:25])[CH:20]=3)[C:8]3[NH:9][C:10]4[C:15]([C:16]=3[CH2:17][C:5]2([CH3:26])[C:3]1=[O:4])=[CH:14][C:13]([Cl:18])=[CH:12][CH:11]=4, predict the reactants needed to synthesize it. (6) Given the product [Cl:1][C:2]1[CH:3]=[CH:4][C:5]([C@H:8]2[N:15]3[C:11]([S:12][C:13]([C:19]([N:21]4[C@H:28]([CH3:29])[CH2:27][CH2:26][C@H:22]4[C:23]([N:42]4[CH2:43][C@@H:39]([F:38])[C@H:40]([NH:44][C:45](=[O:51])[O:46][C:47]([CH3:49])([CH3:48])[CH3:50])[CH2:41]4)=[O:25])=[O:20])=[C:14]3[CH:16]([CH3:17])[CH3:18])=[N:10][C@:9]2([C:31]2[CH:32]=[CH:33][C:34]([Cl:37])=[CH:35][CH:36]=2)[CH3:30])=[CH:6][CH:7]=1, predict the reactants needed to synthesize it. The reactants are: [Cl:1][C:2]1[CH:7]=[CH:6][C:5]([C@H:8]2[N:15]3[C:11]([S:12][C:13]([C:19]([N:21]4[C@H:28]([CH3:29])[CH2:27][CH2:26][C@H:22]4[C:23]([OH:25])=O)=[O:20])=[C:14]3[CH:16]([CH3:18])[CH3:17])=[N:10][C@:9]2([C:31]2[CH:36]=[CH:35][C:34]([Cl:37])=[CH:33][CH:32]=2)[CH3:30])=[CH:4][CH:3]=1.[F:38][C@@H:39]1[CH2:43][NH:42][CH2:41][C@H:40]1[NH:44][C:45](=[O:51])[O:46][C:47]([CH3:50])([CH3:49])[CH3:48].